This data is from Forward reaction prediction with 1.9M reactions from USPTO patents (1976-2016). The task is: Predict the product of the given reaction. Given the reactants Br[CH2:2][C:3]([C:5]1[CH:10]=[CH:9][C:8]2[O:11][CH2:12][O:13][C:7]=2[CH:6]=1)=O.Cl.[NH2:15][N:16]1[C:20]([C:21]2[CH:26]=[C:25]([O:27][CH3:28])[CH:24]=[C:23]([O:29][CH3:30])[CH:22]=2)=[N:19][N:18]=[C:17]1[SH:31].C(=O)([O-])[O-].[Na+].[Na+], predict the reaction product. The product is: [CH3:30][O:29][C:23]1[CH:22]=[C:21]([C:20]2[N:16]3[C:17]([S:31][CH2:2][C:3]([C:5]4[CH:10]=[CH:9][C:8]5[O:11][CH2:12][O:13][C:7]=5[CH:6]=4)=[N:15]3)=[N:18][N:19]=2)[CH:26]=[C:25]([O:27][CH3:28])[CH:24]=1.